Dataset: Forward reaction prediction with 1.9M reactions from USPTO patents (1976-2016). Task: Predict the product of the given reaction. (1) Given the reactants Br[C:2]1[CH:7]=[CH:6][N:5]=[C:4]2[N:8]([CH3:13])[CH:9]=[C:10]([CH:11]=[O:12])[C:3]=12.[NH:14]1[CH2:19][CH2:18][CH2:17][CH2:16][CH2:15]1.C(=O)([O-])[O-].[Cs+].[Cs+], predict the reaction product. The product is: [CH3:13][N:8]1[C:4]2=[N:5][CH:6]=[CH:7][C:2]([N:14]3[CH2:19][CH2:18][CH2:17][CH2:16][CH2:15]3)=[C:3]2[C:10]([CH:11]=[O:12])=[CH:9]1. (2) Given the reactants ClC1C=CC([O:8][C:9](=O)[NH:10][C:11]2[CH:12]=[N:13][CH:14]=[C:15]([C:17]#[C:18][C:19]3[CH:20]=[N:21][C:22]([NH:25][CH2:26][CH2:27][N:28]4[CH2:33][CH2:32][O:31][CH2:30][CH2:29]4)=[N:23][CH:24]=3)[CH:16]=2)=CC=1.[NH2:35][CH2:36][C:37]1[CH:42]=[CH:41][CH:40]=[CH:39][C:38]=1[N:43]([CH3:45])[CH3:44], predict the reaction product. The product is: [CH3:44][N:43]([CH3:45])[C:38]1[CH:39]=[CH:40][CH:41]=[CH:42][C:37]=1[CH2:36][NH:35][C:9]([NH:10][C:11]1[CH:12]=[N:13][CH:14]=[C:15]([C:17]#[C:18][C:19]2[CH:20]=[N:21][C:22]([NH:25][CH2:26][CH2:27][N:28]3[CH2:33][CH2:32][O:31][CH2:30][CH2:29]3)=[N:23][CH:24]=2)[CH:16]=1)=[O:8]. (3) Given the reactants Cl[C:2]1[C:7]([Cl:8])=[CH:6][CH:5]=[CH:4][N:3]=1.[C:9]([Mg]Cl)([CH3:12])([CH3:11])[CH3:10].C(OCC)C.[Cl-].[Na+], predict the reaction product. The product is: [C:9]([C:2]1[C:7]([Cl:8])=[CH:6][CH:5]=[CH:4][N:3]=1)([CH3:12])([CH3:11])[CH3:10]. (4) Given the reactants [Li+].C[Si]([N-][Si](C)(C)C)(C)C.C(O[C:14](=[O:33])[CH2:15][C:16]1[NH:32][C:19]2=[N:20][C:21]([N:24]3[CH2:28][CH2:27][CH:26]([N:29]([CH3:31])[CH3:30])[CH2:25]3)=[CH:22][CH:23]=[C:18]2[N:17]=1)C.[NH2:34][C:35]1[CH:40]=[CH:39][CH:38]=[CH:37][C:36]=1[C:41]#[N:42], predict the reaction product. The product is: [NH2:42][C:41]1[C:36]2[C:35](=[CH:40][CH:39]=[CH:38][CH:37]=2)[NH:34][C:14](=[O:33])[C:15]=1[C:16]1[NH:32][C:19]2=[N:20][C:21]([N:24]3[CH2:28][CH2:27][CH:26]([N:29]([CH3:30])[CH3:31])[CH2:25]3)=[CH:22][CH:23]=[C:18]2[N:17]=1.